The task is: Predict the reactants needed to synthesize the given product.. This data is from Full USPTO retrosynthesis dataset with 1.9M reactions from patents (1976-2016). (1) Given the product [ClH:26].[ClH:26].[CH3:23][N:22]([CH3:24])[C:21](=[S:25])[C:17]1[CH:18]=[CH:19][CH:20]=[C:15]([CH2:14][N:11]2[CH2:10][CH2:9][NH:8][CH2:13][CH2:12]2)[CH:16]=1, predict the reactants needed to synthesize it. The reactants are: C(OC([N:8]1[CH2:13][CH2:12][N:11]([CH2:14][C:15]2[CH:20]=[CH:19][CH:18]=[C:17]([C:21](=[S:25])[N:22]([CH3:24])[CH3:23])[CH:16]=2)[CH2:10][CH2:9]1)=O)(C)(C)C.[ClH:26]. (2) Given the product [Br:17][C:18]1[CH:23]=[CH:22][CH:21]=[CH:20][C:19]=1[NH:24][C:25]([NH:12][CH:10]1[CH2:11][N:8]([C:6]2[CH:5]=[C:4]([C:13]([F:14])([F:16])[F:15])[CH:3]=[C:2]([CH3:1])[N:7]=2)[CH2:9]1)=[O:26], predict the reactants needed to synthesize it. The reactants are: [CH3:1][C:2]1[N:7]=[C:6]([N:8]2[CH2:11][CH:10]([NH2:12])[CH2:9]2)[CH:5]=[C:4]([C:13]([F:16])([F:15])[F:14])[CH:3]=1.[Br:17][C:18]1[CH:23]=[CH:22][CH:21]=[CH:20][C:19]=1[N:24]=[C:25]=[O:26]. (3) Given the product [CH2:1]([O:3][C:4](=[O:32])[CH2:5][C:6]1[CH:7]=[N:8][CH:9]=[C:10]([C:12]2[CH:17]=[CH:16][C:15]([C:18]([F:19])([F:20])[F:21])=[CH:14][C:13]=2[CH2:22][N:23]([C:36]([CH:33]2[CH2:35][CH2:34]2)=[O:37])[CH2:24][CH2:25][C:26]2[CH:31]=[CH:30][CH:29]=[CH:28][N:27]=2)[CH:11]=1)[CH3:2], predict the reactants needed to synthesize it. The reactants are: [CH2:1]([O:3][C:4](=[O:32])[CH2:5][C:6]1[CH:7]=[N:8][CH:9]=[C:10]([C:12]2[CH:17]=[CH:16][C:15]([C:18]([F:21])([F:20])[F:19])=[CH:14][C:13]=2[CH2:22][NH:23][CH2:24][CH2:25][C:26]2[CH:31]=[CH:30][CH:29]=[CH:28][N:27]=2)[CH:11]=1)[CH3:2].[CH:33]1([C:36](Cl)=[O:37])[CH2:35][CH2:34]1. (4) Given the product [NH2:31][CH2:30][CH:26]1[N:25]([C:23]([C:22]2[CH:21]=[CH:20][C:4]([C:5]([NH:7][C@H:8]([C:10]3[NH:14][C:13]4[CH:15]=[CH:16][C:17]([Cl:19])=[CH:18][C:12]=4[N:11]=3)[CH3:9])=[O:6])=[CH:3][C:2]=2[Br:1])=[O:24])[CH2:29][CH2:28][S:27]1, predict the reactants needed to synthesize it. The reactants are: [Br:1][C:2]1[CH:3]=[C:4]([CH:20]=[CH:21][C:22]=1[C:23]([N:25]1[CH2:29][CH2:28][S:27][CH:26]1[CH2:30][NH:31]C(OC(C)(C)C)=O)=[O:24])[C:5]([NH:7][C@H:8]([C:10]1[NH:14][C:13]2[CH:15]=[CH:16][C:17]([Cl:19])=[CH:18][C:12]=2[N:11]=1)[CH3:9])=[O:6].FC(F)(F)C(O)=O.ClCCl.CO.N.BrCl. (5) Given the product [F:27][CH2:26][CH2:25][O:12][C:11]1[C:2]([OH:1])=[CH:3][C:4]([C:5]([O:7][CH3:8])=[O:6])=[CH:9][C:10]=1[OH:13], predict the reactants needed to synthesize it. The reactants are: [OH:1][C:2]1[CH:3]=[C:4]([CH:9]=[C:10]([OH:13])[C:11]=1[OH:12])[C:5]([O:7][CH3:8])=[O:6].CS(C)=O.C(=O)([O-])[O-].[K+].[K+].Br[CH2:25][CH2:26][F:27]. (6) Given the product [CH3:2][C:3]1([CH3:26])[CH2:12][CH2:11][C:10]([CH3:13])([CH3:14])[C:9]2[CH:8]=[C:7]([C:15]3[N:16]=[C:17]([CH:20]4[CH2:25][CH2:24][N:23]([CH2:28][CH2:29][NH:30][CH2:34][CH2:33][OH:32])[CH2:22][CH2:21]4)[S:18][CH:19]=3)[CH:6]=[CH:5][C:4]1=2, predict the reactants needed to synthesize it. The reactants are: Cl.[CH3:2][C:3]1([CH3:26])[CH2:12][CH2:11][C:10]([CH3:14])([CH3:13])[C:9]2[CH:8]=[C:7]([C:15]3[N:16]=[C:17]([CH:20]4[CH2:25][CH2:24][NH:23][CH2:22][CH2:21]4)[S:18][CH:19]=3)[CH:6]=[CH:5][C:4]1=2.Cl[CH2:28][CH2:29][N:30]1[CH2:34][CH2:33][O:32]C1=O.[OH-].[Na+].Cl. (7) Given the product [F:1][C:2]1[C:7]([F:8])=[CH:6][CH:5]=[CH:4][C:3]=1[C:9]1[N:17]=[C:12]2[CH:13]=[N:14][N:15]([CH2:19][C:20]3[O:24][N:23]=[C:22]([C:25]4[CH:30]=[CH:29][C:28]([O:31][CH3:32])=[CH:27][C:26]=4[C:33]([F:35])([F:34])[F:36])[CH:21]=3)[CH:16]=[C:11]2[N:10]=1, predict the reactants needed to synthesize it. The reactants are: [F:1][C:2]1[C:7]([F:8])=[CH:6][CH:5]=[CH:4][C:3]=1[C:9]1[N:17]=[C:12]2[CH:13]=[N:14][NH:15][CH:16]=[C:11]2[N:10]=1.Cl[CH2:19][C:20]1[O:24][N:23]=[C:22]([C:25]2[CH:30]=[CH:29][C:28]([O:31][CH3:32])=[CH:27][C:26]=2[C:33]([F:36])([F:35])[F:34])[CH:21]=1. (8) Given the product [CH3:1][O:2][C:3]1[CH:4]=[C:5]2[C:10](=[CH:11][C:12]=1[O:13][CH3:14])[N:9]=[CH:8][N:7]=[C:6]2[O:15][C:16]1[CH:22]=[CH:21][C:19]([NH:20][C:33]([NH:32][C:27]2[CH:28]=[CH:29][CH:30]=[CH:31][C:26]=2[O:25][CH3:24])=[O:34])=[C:18]([F:23])[CH:17]=1, predict the reactants needed to synthesize it. The reactants are: [CH3:1][O:2][C:3]1[CH:4]=[C:5]2[C:10](=[CH:11][C:12]=1[O:13][CH3:14])[N:9]=[CH:8][N:7]=[C:6]2[O:15][C:16]1[CH:22]=[CH:21][C:19]([NH2:20])=[C:18]([F:23])[CH:17]=1.[CH3:24][O:25][C:26]1[CH:31]=[CH:30][CH:29]=[CH:28][C:27]=1[N:32]=[C:33]=[O:34].CO.